Dataset: Full USPTO retrosynthesis dataset with 1.9M reactions from patents (1976-2016). Task: Predict the reactants needed to synthesize the given product. Given the product [CH3:1][O:2][C:3]1[CH:8]=[CH:7][C:6]([C:9]2[O:13][C:12]([CH3:14])=[C:11]([CH:15]([NH:20][C:21]3[CH:22]=[CH:23][C:24]([C:27]([N:29]([CH3:37])[CH2:30][CH2:31][C:32]([OH:34])=[O:33])=[O:28])=[CH:25][CH:26]=3)[CH2:16][CH:17]([CH3:19])[CH3:18])[CH:10]=2)=[CH:5][CH:4]=1, predict the reactants needed to synthesize it. The reactants are: [CH3:1][O:2][C:3]1[CH:8]=[CH:7][C:6]([C:9]2[O:13][C:12]([CH3:14])=[C:11]([CH:15]([NH:20][C:21]3[CH:26]=[CH:25][C:24]([C:27]([N:29]([CH3:37])[CH2:30][CH2:31][C:32]([O:34]CC)=[O:33])=[O:28])=[CH:23][CH:22]=3)[CH2:16][CH:17]([CH3:19])[CH3:18])[CH:10]=2)=[CH:5][CH:4]=1.O1CCCC1.[OH-].[Li+].